The task is: Predict the reaction yield, written as a fraction of the theoretical maximum amount of product (1.0 means a 100% yield; for example, 0.34 means a 34% yield).. This data is from Reaction yield outcomes from USPTO patents with 853,638 reactions. (1) The reactants are [O:1]=[C:2]1[C:10]2[C:5](=[CH:6][CH:7]=[CH:8][CH:9]=2)[C:4](=[O:11])[N:3]1[CH2:12][CH2:13][CH:14]([CH:18]([OH:28])[CH2:19][CH2:20][C:21]1[CH:26]=[CH:25][C:24](I)=[CH:23][CH:22]=1)[C:15]([OH:17])=[O:16].[O:29]1[C:33]2[CH:34]=[CH:35][CH:36]=[CH:37][C:32]=2[CH:31]=[C:30]1B(O)O.C(=O)([O-])[O-].[Cs+].[Cs+]. The catalyst is CN(C)C=O.[Pd]. The product is [O:29]1[C:33]2[CH:34]=[CH:35][CH:36]=[CH:37][C:32]=2[CH:31]=[C:30]1[C:24]1[CH:25]=[CH:26][C:21]([CH2:20][CH2:19][CH:18]([OH:28])[CH:14]([CH2:13][CH2:12][N:3]2[C:2](=[O:1])[C:10]3[C:5](=[CH:6][CH:7]=[CH:8][CH:9]=3)[C:4]2=[O:11])[C:15]([OH:17])=[O:16])=[CH:22][CH:23]=1. The yield is 0.120. (2) The reactants are [Br:1][CH2:2][C:3]1[CH:8]=[C:7]([CH2:9]Br)[C:6]([CH:11]([CH3:13])[CH3:12])=[CH:5][C:4]=1[CH:14]([CH3:16])[CH3:15].ClCC1C(C)=C(CCl)C(C)=CC=1C.[NH2:30][C:31]([NH2:33])=[S:32]. No catalyst specified. The product is [BrH:1].[BrH:1].[CH:11]([C:6]1[CH:5]=[C:4]([CH:14]([CH3:16])[CH3:15])[C:3]([CH2:2][NH:30][C:31]([SH:32])=[NH:33])=[CH:8][C:7]=1[CH2:9][NH:33][C:31]([SH:32])=[NH:30])([CH3:13])[CH3:12]. The yield is 0.930. (3) The reactants are [CH3:1][N:2]([CH2:4][CH:5]([C:14]1([OH:20])[CH2:19][CH2:18][CH2:17][CH2:16][CH2:15]1)[C:6]1[CH:7]=[CH:8][C:9]([O:12][CH3:13])=[CH:10][CH:11]=1)[CH3:3].C(O)(=O)C.C[Si](C)(C)[Cl:27]. The catalyst is C(#N)C. The product is [CH3:1][N:2]([CH2:4][CH:5]([C:14]1([OH:20])[CH2:19][CH2:18][CH2:17][CH2:16][CH2:15]1)[C:6]1[CH:7]=[CH:8][C:9]([O:12][CH3:13])=[CH:10][CH:11]=1)[CH3:3].[ClH:27]. The yield is 0.511. (4) The reactants are [CH:1]1([NH:6][C:7]2[N:12]3[N:13]=[C:14]([C:23]4[CH:28]=[CH:27][C:26]([O:29][CH3:30])=[CH:25][CH:24]=4)[C:15]([C:16](=O)/[CH:17]=[CH:18]/N(C)C)=[C:11]3[CH:10]=[CH:9][CH:8]=2)[CH2:5][CH2:4][CH2:3][CH2:2]1.[N+]([O-])([O-])=O.[C:35]([C:43]1[CH:44]=[C:45]([NH:49][C:50]([NH2:52])=[NH2+:51])[CH:46]=[CH:47][CH:48]=1)(=[O:42])[C:36]1[CH:41]=[CH:40][CH:39]=[CH:38][CH:37]=1.C(=O)([O-])[O-].[K+].[K+].CCOCC. The catalyst is CN(C)C=O.O. The product is [CH:1]1([NH:6][C:7]2[N:12]3[N:13]=[C:14]([C:23]4[CH:28]=[CH:27][C:26]([O:29][CH3:30])=[CH:25][CH:24]=4)[C:15]([C:16]4[CH:17]=[CH:18][N:52]=[C:50]([NH:49][C:45]5[CH:44]=[C:43]([C:35]([C:36]6[CH:41]=[CH:40][CH:39]=[CH:38][CH:37]=6)=[O:42])[CH:48]=[CH:47][CH:46]=5)[N:51]=4)=[C:11]3[CH:10]=[CH:9][CH:8]=2)[CH2:2][CH2:3][CH2:4][CH2:5]1. The yield is 0.760.